From a dataset of Catalyst prediction with 721,799 reactions and 888 catalyst types from USPTO. Predict which catalyst facilitates the given reaction. (1) Reactant: CO[C:3](=[O:28])[CH:4]([O:6][C:7]1[CH:12]=[CH:11][C:10]([N:13]2[C:21]3[CH:20]=[CH:19][N:18]=[CH:17][C:16]=3[N:15]=[C:14]2[C:22]2[C:26]([NH2:27])=[N:25][O:24][N:23]=2)=[CH:9][CH:8]=1)[CH3:5].[OH-].[NH4+:30]. Product: [NH2:27][C:26]1[C:22]([C:14]2[N:13]([C:10]3[CH:9]=[CH:8][C:7]([O:6][CH:4]([CH3:5])[C:3]([NH2:30])=[O:28])=[CH:12][CH:11]=3)[C:21]3[CH:20]=[CH:19][N:18]=[CH:17][C:16]=3[N:15]=2)=[N:23][O:24][N:25]=1. The catalyst class is: 5. (2) Reactant: [Cl-].C[C:3](C)([O-:5])C.[K+].[CH2:8]([CH:11]1[O:15][CH:14]([CH:16]2[CH2:21][CH2:20][C:19](=O)[CH2:18][CH2:17]2)[CH2:13][CH2:12]1)[CH2:9][CH3:10]. Product: [CH2:8]([CH:11]1[O:15][CH:14]([CH:16]2[CH2:21][CH2:20][CH:19]([CH:3]=[O:5])[CH2:18][CH2:17]2)[CH2:13][CH2:12]1)[CH2:9][CH3:10]. The catalyst class is: 1. (3) Reactant: CCN(C(C)C)C(C)C.[CH3:10][C:11]1[N:16]=[CH:15][C:14]([NH2:17])=[CH:13][C:12]=1[C:18]1[N:19]=[N:20][C:21]([O:30][CH:31]2[CH2:36][CH2:35][O:34][CH2:33][CH2:32]2)=[C:22]([N:24]2[CH2:29][CH2:28][O:27][CH2:26][CH2:25]2)[CH:23]=1.[F:37][C:38]([C:41]1[CH:42]=[C:43]([CH:47]=[CH:48][N:49]=1)[C:44](O)=[O:45])([F:40])[CH3:39].CN(C(ON1N=NC2C=CC=NC1=2)=[N+](C)C)C.F[P-](F)(F)(F)(F)F. The catalyst class is: 18. Product: [F:37][C:38]([C:41]1[CH:42]=[C:43]([CH:47]=[CH:48][N:49]=1)[C:44]([NH:17][C:14]1[CH:15]=[N:16][C:11]([CH3:10])=[C:12]([C:18]2[N:19]=[N:20][C:21]([O:30][CH:31]3[CH2:36][CH2:35][O:34][CH2:33][CH2:32]3)=[C:22]([N:24]3[CH2:29][CH2:28][O:27][CH2:26][CH2:25]3)[CH:23]=2)[CH:13]=1)=[O:45])([F:40])[CH3:39]. (4) Reactant: [OH:1][CH2:2][CH:3]1[CH2:8][CH2:7][NH:6][CH2:5][CH2:4]1.[C:9](=[O:12])([O-])[O-:10].[K+].[K+].Cl[CH2:16]Cl. Product: [CH3:16][O:10][C:9]([N:6]1[CH2:7][CH2:8][CH:3]([CH2:2][OH:1])[CH2:4][CH2:5]1)=[O:12]. The catalyst class is: 6. (5) Reactant: [Cl:1][C:2]1[CH:3]=[C:4]([C@@H:8]([OH:37])[CH2:9][N:10]([CH2:18][CH2:19][C:20]2[CH:25]=[CH:24][C:23]([S:26]([C:29]3[CH:34]=[CH:33][C:32]([CH:35]=O)=[CH:31][CH:30]=3)(=[O:28])=[O:27])=[CH:22][CH:21]=2)[C:11](=[O:17])[O:12][C:13]([CH3:16])([CH3:15])[CH3:14])[CH:5]=[CH:6][CH:7]=1.[CH3:38][O:39][C:40](=[O:46])[C@@H:41]1[CH2:45][CH2:44][CH2:43][NH:42]1.C(O[BH-](OC(=O)C)OC(=O)C)(=O)C.[Na+].Cl. Product: [C:13]([O:12][C:11]([N:10]([CH2:9][C@@H:8]([C:4]1[CH:5]=[CH:6][CH:7]=[C:2]([Cl:1])[CH:3]=1)[OH:37])[CH2:18][CH2:19][C:20]1[CH:21]=[CH:22][C:23]([S:26]([C:29]2[CH:34]=[CH:33][C:32]([CH2:35][N:42]3[CH2:43][CH2:44][CH2:45][C@H:41]3[C:40]([O:39][CH3:38])=[O:46])=[CH:31][CH:30]=2)(=[O:28])=[O:27])=[CH:24][CH:25]=1)=[O:17])([CH3:16])([CH3:14])[CH3:15]. The catalyst class is: 756. (6) Reactant: [C:1]([C@@H:3]1[N:7]([C:8]([O:10][C:11]([CH3:14])([CH3:13])[CH3:12])=[O:9])[C@H:6]([C:15]([O:17][CH2:18][CH3:19])=[O:16])[CH2:5][CH2:4]1)#[N:2].[N-:20]=[N+:21]=[N-:22].[Na+].[Cl-].[NH4+]. The catalyst class is: 3. Product: [N:2]1[NH:20][N:21]=[N:22][C:1]=1[C@@H:3]1[N:7]([C:8]([O:10][C:11]([CH3:13])([CH3:14])[CH3:12])=[O:9])[C@H:6]([C:15]([O:17][CH2:18][CH3:19])=[O:16])[CH2:5][CH2:4]1.